This data is from Full USPTO retrosynthesis dataset with 1.9M reactions from patents (1976-2016). The task is: Predict the reactants needed to synthesize the given product. (1) Given the product [Cl:1][C:2]1[CH:3]=[C:4]([CH:7]=[C:8]([OH:10])[CH:9]=1)[C:5]#[N:6], predict the reactants needed to synthesize it. The reactants are: [Cl:1][C:2]1[CH:3]=[C:4]([CH:7]=[C:8]([O:10]C)[CH:9]=1)[C:5]#[N:6].[I-].[Li+]. (2) The reactants are: C(OC(=O)[NH:7][C:8]1([C:12]2[CH:17]=[CH:16][C:15]([C:18]3[C:27]([C:28]4[CH:33]=[CH:32][CH:31]=[CH:30][CH:29]=4)=[CH:26][C:25]4[C:24]5=[N:34][NH:35][C:36](=[O:37])[C:23]5([CH3:38])[CH2:22][CH2:21][C:20]=4[N:19]=3)=[CH:14][CH:13]=2)[CH2:11][CH2:10][CH2:9]1)(C)(C)C. Given the product [NH2:7][C:8]1([C:12]2[CH:13]=[CH:14][C:15]([C:18]3[C:27]([C:28]4[CH:29]=[CH:30][CH:31]=[CH:32][CH:33]=4)=[CH:26][C:25]4[C:24]5=[N:34][NH:35][C:36](=[O:37])[C:23]5([CH3:38])[CH2:22][CH2:21][C:20]=4[N:19]=3)=[CH:16][CH:17]=2)[CH2:11][CH2:10][CH2:9]1, predict the reactants needed to synthesize it. (3) Given the product [OH:42][C:36]1[CH:35]=[CH:34][C:33]([NH:32][C:25](=[O:26])[C:24]2[CH:23]=[CH:22][C:21]([CH2:20][C@:3]3([C:11]4[CH2:12][C:13]5[C:18]([CH:19]=4)=[CH:17][CH:16]=[CH:15][CH:14]=5)[CH2:4][C:5]4[C:10](=[CH:9][CH:8]=[CH:7][CH:6]=4)[C@@H:2]3[OH:1])=[CH:31][CH:30]=2)=[CH:41][C:37]=1[C:38]([OH:40])=[O:39], predict the reactants needed to synthesize it. The reactants are: [OH:1][C@H:2]1[C:10]2[C:5](=[CH:6][CH:7]=[CH:8][CH:9]=2)[CH2:4][C@:3]1([CH2:20][C:21]1[CH:31]=[CH:30][C:24]([C:25](OCC)=[O:26])=[CH:23][CH:22]=1)[C:11]1[CH2:12][C:13]2[C:18]([CH:19]=1)=[CH:17][CH:16]=[CH:15][CH:14]=2.[NH2:32][C:33]1[CH:34]=[CH:35][C:36]([OH:42])=[C:37]([CH:41]=1)[C:38]([OH:40])=[O:39].C[Al](C)C. (4) Given the product [C:45]([NH:1][C:2]1[CH:7]=[C:6]([NH2:8])[N:5]=[C:4]([S:9][C:10]2[C:11]([O:36][CH3:37])=[N:12][C:13]([N:18]3[CH2:19][CH2:20][N:21]([CH2:24][CH2:25][CH2:26][CH2:27][NH:28][C:29](=[O:35])[O:30][C:31]([CH3:33])([CH3:32])[CH3:34])[CH2:22][CH2:23]3)=[N:14][C:15]=2[O:16][CH3:17])[N:3]=1)(=[O:48])[CH:46]=[CH2:47], predict the reactants needed to synthesize it. The reactants are: [NH2:1][C:2]1[CH:7]=[C:6]([NH2:8])[N:5]=[C:4]([S:9][C:10]2[C:11]([O:36][CH3:37])=[N:12][C:13]([N:18]3[CH2:23][CH2:22][N:21]([CH2:24][CH2:25][CH2:26][CH2:27][NH:28][C:29](=[O:35])[O:30][C:31]([CH3:34])([CH3:33])[CH3:32])[CH2:20][CH2:19]3)=[N:14][C:15]=2[O:16][CH3:17])[N:3]=1.CCN(CC)CC.[C:45](Cl)(=[O:48])[CH:46]=[CH2:47]. (5) Given the product [CH2:1]([S:8]([CH2:9][CH:10]1[CH2:15][CH:14]([C:16]2[CH:21]=[CH:20][C:19]([C:22]([F:25])([F:23])[F:24])=[CH:18][CH:17]=2)[CH2:13][N:12]([C:26]([N:28]2[CH2:29][CH2:30][O:31][CH2:32][CH2:33]2)=[O:27])[CH2:11]1)=[O:39])[C:2]1[CH:7]=[CH:6][CH:5]=[CH:4][CH:3]=1, predict the reactants needed to synthesize it. The reactants are: [CH2:1]([S:8][CH2:9][CH:10]1[CH2:15][CH:14]([C:16]2[CH:21]=[CH:20][C:19]([C:22]([F:25])([F:24])[F:23])=[CH:18][CH:17]=2)[CH2:13][N:12]([C:26]([N:28]2[CH2:33][CH2:32][O:31][CH2:30][CH2:29]2)=[O:27])[CH2:11]1)[C:2]1[CH:7]=[CH:6][CH:5]=[CH:4][CH:3]=1.ClC1C=C(C=CC=1)C(OO)=[O:39]. (6) Given the product [CH3:1][O:2][C:3](=[O:16])[C:4]1[CH:9]=[C:8]([C:17]#[CH:18])[C:7]([C:11]([F:14])([F:13])[F:12])=[CH:6][C:5]=1[NH2:15], predict the reactants needed to synthesize it. The reactants are: [CH3:1][O:2][C:3](=[O:16])[C:4]1[CH:9]=[C:8](I)[C:7]([C:11]([F:14])([F:13])[F:12])=[CH:6][C:5]=1[NH2:15].[CH2:17]([Sn](CCCC)(CCCC)C#C)[CH2:18]CC. (7) Given the product [C:36]([C@:7]1([C:6]([OH:5])=[O:12])[CH2:11][CH2:10][CH2:9][N:8]1[C:15](=[O:17])[C:14](=[O:13])[C:18]1[CH:23]=[C:22]([O:24][CH3:25])[C:21]([O:26][CH3:27])=[C:20]([O:28][CH3:29])[CH:19]=1)([CH3:37])([CH3:42])[CH3:35], predict the reactants needed to synthesize it. The reactants are: C([O:5][C:6](=[O:12])[C@@H:7]1[CH2:11][CH2:10][CH2:9][NH:8]1)(C)(C)C.[O:13]=[C:14]([C:18]1[CH:23]=[C:22]([O:24][CH3:25])[C:21]([O:26][CH3:27])=[C:20]([O:28][CH3:29])[CH:19]=1)[C:15]([OH:17])=O.CCN=C=N[CH2:35][CH2:36][CH2:37]N(C)C.Cl.[CH:42]1C=CC2N(O)N=NC=2C=1.CCN(C(C)C)C(C)C. (8) Given the product [F:1][C:2]1[C:20]([O:68][CH3:23])=[CH:6][C:5]2[S:9][C:8]([C:10]3[C:13]([C:15]4[O:64][CH:17]=[CH:18][CH:19]=4)=[N:66][NH:65][C:11]=3[NH2:12])=[N:69][C:4]=2[CH:3]=1, predict the reactants needed to synthesize it. The reactants are: [F:1][C:2]1[C:3](OC)=[CH:4][C:5]2[S:9][C:8]([C:10](=[C:13]([C:15]3O[CH:17]=[CH:18][CH:19]=3)O)[C:11]#[N:12])=N[C:6]=2[CH:20]=1.[C:23]1(P(C2C=CC=CC=2)C2C=CC=CC=2)C=CC=CC=1.ClC(C1OC=CC=1)=C(C1SC2C=C(OC)C(F)=CC=2N=1)C#N.[OH2:64].[NH2:65][NH2:66].Cl.[OH-:68].[NH4+:69]. (9) Given the product [N:26]1([CH2:25][CH2:24][CH2:23][O:22][C:19]2[CH:20]=[CH:21][C:16]([CH2:15][N:11]3[CH2:12][CH2:13][CH2:14][NH:8][CH2:9][CH2:10]3)=[CH:17][CH:18]=2)[CH2:27][CH2:28][CH2:29][CH2:30][CH2:31]1, predict the reactants needed to synthesize it. The reactants are: C(OC([N:8]1[CH2:14][CH2:13][CH2:12][N:11]([CH2:15][C:16]2[CH:21]=[CH:20][C:19]([O:22][CH2:23][CH2:24][CH2:25][N:26]3[CH2:31][CH2:30][CH2:29][CH2:28][CH2:27]3)=[CH:18][CH:17]=2)[CH2:10][CH2:9]1)=O)(C)(C)C.FC(F)(F)C(O)=O.